Predict which catalyst facilitates the given reaction. From a dataset of Catalyst prediction with 721,799 reactions and 888 catalyst types from USPTO. (1) Reactant: [Cl:1][C:2]1[CH:7]=[CH:6][C:5]([N:8]2[C:13](=[O:14])[CH:12]=[C:11]([NH:15][C:16]3[CH:21]=[CH:20][C:19]([O:22][CH3:23])=[CH:18][CH:17]=3)[C:10]([C:24]([NH:26][NH2:27])=O)=[N:9]2)=[CH:4][CH:3]=1.C(O)(=O)C.[CH:32](N)=[NH:33]. Product: [Cl:1][C:2]1[CH:7]=[CH:6][C:5]([N:8]2[C:13](=[O:14])[CH:12]=[C:11]([NH:15][C:16]3[CH:21]=[CH:20][C:19]([O:22][CH3:23])=[CH:18][CH:17]=3)[C:10]([C:24]3[N:33]=[CH:32][NH:27][N:26]=3)=[N:9]2)=[CH:4][CH:3]=1. The catalyst class is: 259. (2) Reactant: [NH:1]([C:10]([O:12][C:13]([CH3:16])([CH3:15])[CH3:14])=[O:11])[C@H:2]([C:7](O)=[O:8])[CH2:3][CH:4]([CH3:6])[CH3:5]. Product: [C:10]([NH:1][C@H:2]([CH2:7][OH:8])[CH2:3][CH:4]([CH3:5])[CH3:6])([O:12][C:13]([CH3:14])([CH3:16])[CH3:15])=[O:11]. The catalyst class is: 220. (3) Reactant: C(N(CC)CC)C.[CH2:8]([N:10]1[C:16](=[O:17])[C:15]([CH3:19])([CH3:18])[C:14](=[O:20])[N:13]([CH3:21])[C:12]2[CH:22]=[C:23]([CH2:26][NH2:27])[CH:24]=[CH:25][C:11]1=2)[CH3:9].[N+:28]([C:31]1[CH:36]=[CH:35][CH:34]=[CH:33][C:32]=1[S:37](Cl)(=[O:39])=[O:38])([O-:30])=[O:29].C(=O)(O)[O-].[Na+]. Product: [CH2:8]([N:10]1[C:16](=[O:17])[C:15]([CH3:19])([CH3:18])[C:14](=[O:20])[N:13]([CH3:21])[C:12]2[CH:22]=[C:23]([CH2:26][NH:27][S:37]([C:32]3[CH:33]=[CH:34][CH:35]=[CH:36][C:31]=3[N+:28]([O-:30])=[O:29])(=[O:38])=[O:39])[CH:24]=[CH:25][C:11]1=2)[CH3:9]. The catalyst class is: 4. (4) Reactant: [F:1][C:2]1[CH:7]=[CH:6][C:5](B(O)O)=[CH:4][CH:3]=1.C(=O)(O)[O-].[Na+].Cl[C:17]1[C:26]2[C:21](=[CH:22][C:23]([CH2:27][N:28]3[C:32](=[O:33])[CH2:31][CH2:30][C:29]3=[O:34])=[CH:24][CH:25]=2)[N:20]=[C:19]([C:35]#[N:36])[CH:18]=1. Product: [O:33]=[C:32]1[CH2:31][CH2:30][C:29](=[O:34])[N:28]1[CH2:27][C:23]1[CH:22]=[C:21]2[C:26]([C:17]([C:5]3[CH:6]=[CH:7][C:2]([F:1])=[CH:3][CH:4]=3)=[CH:18][C:19]([C:35]#[N:36])=[N:20]2)=[CH:25][CH:24]=1. The catalyst class is: 70. (5) Reactant: [CH2:1]([O:8][C:9]1[CH:13]=[C:12]([C:14]([OH:16])=[O:15])[N:11]([C:17]2[CH:22]=[CH:21][CH:20]=[CH:19][CH:18]=2)[N:10]=1)[C:2]1[CH:7]=[CH:6][CH:5]=[CH:4][CH:3]=1.CI.[C:25](=O)([O-])[O-].[K+].[K+].Cl. Product: [CH2:1]([O:8][C:9]1[CH:13]=[C:12]([C:14]([O:16][CH3:25])=[O:15])[N:11]([C:17]2[CH:22]=[CH:21][CH:20]=[CH:19][CH:18]=2)[N:10]=1)[C:2]1[CH:3]=[CH:4][CH:5]=[CH:6][CH:7]=1. The catalyst class is: 9. (6) Reactant: [CH3:1][O:2][C:3]1[CH:8]=[C:7]([CH3:9])[C:6]([S:10]([N:13]([CH2:15][CH2:16][O:17][CH2:18][C:19]([OH:21])=O)[CH3:14])(=[O:12])=[O:11])=[C:5]([CH3:22])[CH:4]=1.[S:23]1[CH:27]=[CH:26][CH:25]=[C:24]1[C:28]1([OH:34])[CH2:33][CH2:32][NH:31][CH2:30][CH2:29]1.C(=O)(O)[O-].[Na+]. Product: [OH:34][C:28]1([C:24]2[S:23][CH:27]=[CH:26][CH:25]=2)[CH2:29][CH2:30][N:31]([C:19](=[O:21])[CH2:18][O:17][CH2:16][CH2:15][N:13]([CH3:14])[S:10]([C:6]2[C:5]([CH3:22])=[CH:4][C:3]([O:2][CH3:1])=[CH:8][C:7]=2[CH3:9])(=[O:11])=[O:12])[CH2:32][CH2:33]1. The catalyst class is: 2. (7) Reactant: [CH2:1]([N:8](C)[CH2:9][CH2:10][N:11]([CH2:13][C:14]1[C:15]([C:20]2[CH:25]=[CH:24][C:23]([O:26][CH:27]([CH3:29])[CH3:28])=[CH:22][CH:21]=2)=[N:16][N:17]([CH3:19])[CH:18]=1)[CH3:12])C1C=CC=CC=1. Product: [CH:27]([O:26][C:23]1[CH:22]=[CH:21][C:20]([C:15]2[C:14]([CH2:13][N:11]([CH3:12])[CH2:10][CH2:9][NH:8][CH3:1])=[CH:18][N:17]([CH3:19])[N:16]=2)=[CH:25][CH:24]=1)([CH3:29])[CH3:28]. The catalyst class is: 19.